Dataset: Full USPTO retrosynthesis dataset with 1.9M reactions from patents (1976-2016). Task: Predict the reactants needed to synthesize the given product. (1) Given the product [Cl:1][C:2]1[CH:10]=[CH:9][CH:8]=[C:7]([CH3:11])[C:3]=1[C:4]([N:14]([CH2:12][CH3:13])[CH2:15][C:16]([CH2:22][NH:23][C:24]1[CH:32]=[C:31]([CH3:33])[CH:30]=[C:29]2[C:25]=1[CH:26]=[N:27][N:28]2[C:34]1[CH:35]=[CH:36][C:37]([F:40])=[CH:38][CH:39]=1)([OH:21])[C:17]([F:18])([F:20])[F:19])=[O:5], predict the reactants needed to synthesize it. The reactants are: [Cl:1][C:2]1[CH:10]=[CH:9][CH:8]=[C:7]([CH3:11])[C:3]=1[C:4](Cl)=[O:5].[CH2:12]([NH:14][CH2:15][C:16]([CH2:22][NH:23][C:24]1[CH:32]=[C:31]([CH3:33])[CH:30]=[C:29]2[C:25]=1[CH:26]=[N:27][N:28]2[C:34]1[CH:39]=[CH:38][C:37]([F:40])=[CH:36][CH:35]=1)([OH:21])[C:17]([F:20])([F:19])[F:18])[CH3:13]. (2) Given the product [C:30]([O:34][C:35]([N:37]1[CH2:42][CH2:41][N:40]([C:43]2[CH:48]=[CH:47][C:46]([O:18][CH2:17][C@H:16]3[O:29][C:6]4=[N:10][C:9]([N+:11]([O-:13])=[O:12])=[CH:8][N:7]4[CH2:14][CH2:15]3)=[CH:45][CH:44]=2)[CH2:39][CH2:38]1)=[O:36])([CH3:33])([CH3:31])[CH3:32], predict the reactants needed to synthesize it. The reactants are: [O-]CC.[Na+].Cl[C:6]1[N:7]([CH2:14][CH2:15][C@H:16]([OH:29])[CH2:17][O:18]S(C2C=CC(C)=CC=2)(=O)=O)[CH:8]=[C:9]([N+:11]([O-:13])=[O:12])[N:10]=1.[C:30]([O:34][C:35]([N:37]1[CH2:42][CH2:41][N:40]([C:43]2[CH:48]=[CH:47][C:46](O)=[CH:45][CH:44]=2)[CH2:39][CH2:38]1)=[O:36])([CH3:33])([CH3:32])[CH3:31].P([O-])([O-])([O-])=O.[K+].[K+].[K+]. (3) Given the product [CH2:18]([O:22][C:23]1[CH:31]=[CH:30][C:29]([S:32]([CH3:35])(=[O:34])=[O:33])=[CH:28][C:24]=1[C:25]([N:5]1[CH2:4][CH2:3][N:2]([C:8]2[CH:17]=[CH:16][C:15]3[C:10](=[CH:11][CH:12]=[CH:13][CH:14]=3)[N:9]=2)[CH2:7][CH2:6]1)=[O:26])[CH:19]([CH3:21])[CH3:20], predict the reactants needed to synthesize it. The reactants are: Cl.[N:2]1([C:8]2[CH:17]=[CH:16][C:15]3[C:10](=[CH:11][CH:12]=[CH:13][CH:14]=3)[N:9]=2)[CH2:7][CH2:6][NH:5][CH2:4][CH2:3]1.[CH2:18]([O:22][C:23]1[CH:31]=[CH:30][C:29]([S:32]([CH3:35])(=[O:34])=[O:33])=[CH:28][C:24]=1[C:25](O)=[O:26])[CH:19]([CH3:21])[CH3:20].C(OCC)(=O)C. (4) Given the product [CH3:42][S:43]([NH:46][C:26]([C:25]1[CH:29]=[CH:30][C:22]([C:19]2[S:18][C:17]([NH:16][C:14]([N:11]3[CH2:12][CH2:13][C:8](=[CH:7][C:2]4[CH:3]=[CH:4][CH:5]=[CH:6][N:1]=4)[CH2:9][CH2:10]3)=[O:15])=[N:21][CH:20]=2)=[CH:23][CH:24]=1)=[O:28])(=[O:45])=[O:44], predict the reactants needed to synthesize it. The reactants are: [N:1]1[CH:6]=[CH:5][CH:4]=[CH:3][C:2]=1[CH:7]=[C:8]1[CH2:13][CH2:12][N:11]([C:14]([NH:16][C:17]2[S:18][C:19]([C:22]3[CH:30]=[CH:29][C:25]([C:26]([OH:28])=O)=[CH:24][CH:23]=3)=[CH:20][N:21]=2)=[O:15])[CH2:10][CH2:9]1.CCN=C=NCCCN(C)C.[CH3:42][S:43]([NH2:46])(=[O:45])=[O:44].O.